This data is from Reaction yield outcomes from USPTO patents with 853,638 reactions. The task is: Predict the reaction yield, written as a fraction of the theoretical maximum amount of product (1.0 means a 100% yield; for example, 0.34 means a 34% yield). (1) The reactants are [NH2:1][C:2]1[CH:7]=[C:6]([O:8][C:9]2[CH:14]=[CH:13][C:12]([NH:15][C:16]([C:18]3([C:21]([NH:23][C:24]4[CH:29]=[CH:28][C:27]([F:30])=[CH:26][CH:25]=4)=[O:22])[CH2:20][CH2:19]3)=[O:17])=[C:11]([F:31])[CH:10]=2)[CH:5]=[CH:4][N:3]=1.C([N:34]([CH2:37]C)CC)C.ClC([O:42][C:43]1[CH:48]=CC=[CH:45][CH:44]=1)=O.[O:49]1CCCC1. The yield is 0.798. No catalyst specified. The product is [F:31][C:11]1[CH:10]=[C:9]([O:8][C:6]2[CH:5]=[CH:4][N:3]=[C:2]([NH:1][C:37]([N:34]3[CH2:45][CH2:44][C@H:43]([OH:42])[CH2:48]3)=[O:49])[CH:7]=2)[CH:14]=[CH:13][C:12]=1[NH:15][C:16]([C:18]1([C:21]([NH:23][C:24]2[CH:25]=[CH:26][C:27]([F:30])=[CH:28][CH:29]=2)=[O:22])[CH2:20][CH2:19]1)=[O:17]. (2) The reactants are C(OC([NH:8][C@H:9]([C:11]([NH:13][CH:14]1[N:20]=[C:19]([C:21]2[CH:26]=[CH:25][CH:24]=[CH:23][CH:22]=2)[C:18]2[CH:27]=[CH:28][CH:29]=[CH:30][C:17]=2[N:16]([CH2:31][CH2:32][CH2:33][C:34]([F:37])([F:36])[F:35])[C:15]1=[O:38])=[O:12])[CH3:10])=O)(C)(C)C.C(O)(C(F)(F)F)=O.C(Cl)Cl. No catalyst specified. The product is [NH2:8][C@H:9]([C:11]([NH:13][CH:14]1[N:20]=[C:19]([C:21]2[CH:26]=[CH:25][CH:24]=[CH:23][CH:22]=2)[C:18]2[CH:27]=[CH:28][CH:29]=[CH:30][C:17]=2[N:16]([CH2:31][CH2:32][CH2:33][C:34]([F:37])([F:35])[F:36])[C:15]1=[O:38])=[O:12])[CH3:10]. The yield is 0.680. (3) The reactants are [Li+].CCC[CH2-].[CH2:6]([C:9]1[S:10][CH:11]=[CH:12][N:13]=1)[CH2:7][CH3:8].[Cl:14][C:15]1[N:16]=[N:17][C:18](Cl)=[CH:19][CH:20]=1.Cl.C([O-])([O-])=O.[Na+].[Na+]. The catalyst is C1COCC1.[Cl-].[Zn+2].[Cl-].CO. The product is [Cl:14][C:15]1[N:16]=[N:17][C:18]([C:11]2[S:10][C:9]([CH2:6][CH2:7][CH3:8])=[N:13][CH:12]=2)=[CH:19][CH:20]=1. The yield is 0.280. (4) The reactants are [H-].[Na+].[CH2:3]1OCCOCCOCCOCC[O:5][CH2:4]1.[O:18]1[C:22]2[CH:23]=[CH:24][CH:25]=[CH:26][C:21]=2[C:20]([CH2:27][C:28]([O:30][CH3:31])=[O:29])=[CH:19]1.C(OCC)(=O)C.[Cl-].[NH4+]. The catalyst is C(COC)OC. The product is [O:18]1[C:22]2[CH:23]=[CH:24][CH:25]=[CH:26][C:21]=2[C:20]([CH:27]([C:4]([CH3:3])=[O:5])[C:28]([O:30][CH3:31])=[O:29])=[CH:19]1. The yield is 0.440. (5) The reactants are [CH3:1][N:2]1[CH2:7][CH2:6][N:5]([CH2:8][CH2:9][CH2:10][C:11]2[C:19]3[CH2:18][CH2:17][CH2:16][CH2:15][C:14]=3[NH:13][C:12]=2[CH:20]=O)[CH2:4][CH2:3]1.[CH3:22][NH:23][S:24]([C:27]1[CH:28]=[C:29]2[C:33](=[CH:34][CH:35]=1)[NH:32][C:31](=[O:36])[CH2:30]2)(=[O:26])=[O:25]. No catalyst specified. The product is [CH3:22][NH:23][S:24]([C:27]1[CH:28]=[C:29]2[C:33](=[CH:34][CH:35]=1)[NH:32][C:31](=[O:36])/[C:30]/2=[CH:20]\[C:12]1[NH:13][C:14]2[CH2:15][CH2:16][CH2:17][CH2:18][C:19]=2[C:11]=1[CH2:10][CH2:9][CH2:8][N:5]1[CH2:4][CH2:3][N:2]([CH3:1])[CH2:7][CH2:6]1)(=[O:26])=[O:25]. The yield is 0.470. (6) The reactants are [NH2:1][C:2]1[C:7]([CH2:8][P+](C2C=CC=CC=2)(C2C=CC=CC=2)C2C=CC=CC=2)=[CH:6][C:5]([C:28]#[N:29])=[C:4]=[C:3]=1.[Br-].[F:31][C:32]([F:38])([F:37])[CH2:33][C:34](O)=O.CCN(C(C)C)C(C)C. The catalyst is C1COCC1. The product is [F:31][C:32]([F:38])([F:37])[CH2:33][C:34]1[NH:1][C:2]2[C:7]([CH:8]=1)=[CH:6][C:5]([C:28]#[N:29])=[CH:4][CH:3]=2. The yield is 0.0500. (7) The reactants are Br[C:2]1[CH:3]=[C:4]([C:8]2[C:9]3[S:21][CH:20]=[CH:19][C:10]=3[N:11]=[C:12]([C:14]([O:16][CH2:17][CH3:18])=[O:15])[N:13]=2)[CH:5]=[CH:6][CH:7]=1.[C:22]([C@:24]1([OH:31])[CH2:28][CH2:27][N:26]([CH3:29])[C:25]1=[O:30])#[CH:23]. No catalyst specified. The product is [OH:31][C@@:24]1([C:22]#[C:23][C:2]2[CH:3]=[C:4]([C:8]3[C:9]4[S:21][CH:20]=[CH:19][C:10]=4[N:11]=[C:12]([C:14]([O:16][CH2:17][CH3:18])=[O:15])[N:13]=3)[CH:5]=[CH:6][CH:7]=2)[CH2:28][CH2:27][N:26]([CH3:29])[C:25]1=[O:30]. The yield is 0.950.